This data is from Peptide-MHC class I binding affinity with 185,985 pairs from IEDB/IMGT. The task is: Regression. Given a peptide amino acid sequence and an MHC pseudo amino acid sequence, predict their binding affinity value. This is MHC class I binding data. (1) The peptide sequence is AEMVAKYDL. The MHC is HLA-A02:03 with pseudo-sequence HLA-A02:03. The binding affinity (normalized) is 0.0847. (2) The peptide sequence is YSDIFNNVL. The MHC is HLA-B44:02 with pseudo-sequence HLA-B44:02. The binding affinity (normalized) is 0.0847.